From a dataset of Human liver microsome stability data. Regression/Classification. Given a drug SMILES string, predict its absorption, distribution, metabolism, or excretion properties. Task type varies by dataset: regression for continuous measurements (e.g., permeability, clearance, half-life) or binary classification for categorical outcomes (e.g., BBB penetration, CYP inhibition). Dataset: hlm. (1) The result is 0 (unstable in human liver microsomes). The drug is Cc1ncc(C(=O)Nc2ccc(-c3cccc(S(=O)(=O)C4CC4)c3)cn2)cn1. (2) The molecule is O=C(CN1CCC(N2C(=O)OCc3ccc(F)cc32)CC1)Nc1ccc2c(c1)-c1ccccc1C2O. The result is 1 (stable in human liver microsomes). (3) The drug is C=C(C)n1c(=O)n(Cc2nc3ccccc3n2CCCC#N)c2ncccc21. The result is 1 (stable in human liver microsomes). (4) The result is 0 (unstable in human liver microsomes). The drug is N#Cc1c(-c2ccc(C(F)(F)F)cc2)cc(NCCN2CCCCC2)n2c1nc1ccccc12. (5) The result is 0 (unstable in human liver microsomes). The compound is C[C@@H]1CCC(N2CC[C@]3(CN(C(=O)c4cc5ccc(F)cc5[nH]4)c4ccccc43)C2)CN1. (6) The molecule is CN1CCC(NC(=O)c2cn3ccnc3c(N3CCN(c4ccccn4)CC3)n2)CC1. The result is 0 (unstable in human liver microsomes).